From a dataset of Catalyst prediction with 721,799 reactions and 888 catalyst types from USPTO. Predict which catalyst facilitates the given reaction. (1) Reactant: [CH2:1]([O:3][C:4]1[CH:33]=[C:32]([F:34])[C:7]([CH2:8][N:9]2[C:17]3[C:12](=[CH:13][CH:14]=[CH:15][CH:16]=3)[C:11]([C:18]3[N:23]=[C:22]([NH2:24])[C:21]([N:25]4[CH2:30][CH2:29][O:28][CH2:27][CH2:26]4)=[C:20]([NH2:31])[N:19]=3)=[N:10]2)=[C:6]([F:35])[CH:5]=1)[CH3:2].[N:36]([CH2:39][CH3:40])=[C:37]=[O:38]. Product: [NH2:31][C:20]1[N:19]=[C:18]([C:11]2[C:12]3[C:17](=[CH:16][CH:15]=[CH:14][CH:13]=3)[N:9]([CH2:8][C:7]3[C:6]([F:35])=[CH:5][C:4]([O:3][CH2:1][CH3:2])=[CH:33][C:32]=3[F:34])[N:10]=2)[N:23]=[C:22]([NH:24][C:37]([NH:36][CH2:39][CH3:40])=[O:38])[C:21]=1[N:25]1[CH2:30][CH2:29][O:28][CH2:27][CH2:26]1. The catalyst class is: 35. (2) Reactant: [NH2:1][C:2]1[CH:7]=[CH:6][C:5]([CH3:8])=[CH:4][C:3]=1[S:9]([CH2:12][C:13]([O:15][CH3:16])=[O:14])(=[O:11])=[O:10].[N:17]([O-])=O.[Na+]. Product: [CH3:8][C:5]1[CH:6]=[CH:7][C:2]2[NH:1][N:17]=[C:12]([C:13]([O:15][CH3:16])=[O:14])[S:9](=[O:11])(=[O:10])[C:3]=2[CH:4]=1. The catalyst class is: 86. (3) Reactant: [OH:1][C@@H:2]1[CH2:6][CH2:5][N:4]([C:7]2[CH:12]=[CH:11][C:10]([S:13]([NH:16][C:17]3[S:18][CH:19]=[CH:20][N:21]=3)(=[O:15])=[O:14])=[CH:9][CH:8]=2)[C:3]1=[O:22].CN(C=O)C.CCN(C(C)C)C(C)C.[F:37][C:38]1[CH:43]=[CH:42][C:41]([S:44](Cl)(=[O:46])=[O:45])=[CH:40][CH:39]=1. Product: [F:37][C:38]1[CH:43]=[CH:42][C:41]([S:44]([N:16]([S:13]([C:10]2[CH:11]=[CH:12][C:7]([N:4]3[CH2:5][CH2:6][C@@H:2]([OH:1])[C:3]3=[O:22])=[CH:8][CH:9]=2)(=[O:14])=[O:15])[C:17]2[S:18][CH:19]=[CH:20][N:21]=2)(=[O:46])=[O:45])=[CH:40][CH:39]=1. The catalyst class is: 5. (4) Reactant: [F:1][C:2]1[CH:7]=[C:6]([N:8]([CH2:21][C:22]2[CH:23]=[C:24]([C:28]3[C:33]([CH3:34])=[CH:32][C:31]([OH:35])=[CH:30][C:29]=3[CH3:36])[CH:25]=[CH:26][CH:27]=2)[S:9]([C:12]2[CH:17]=[CH:16][CH:15]=[CH:14][C:13]=2[N+:18]([O-:20])=[O:19])(=[O:11])=[O:10])[CH:5]=[CH:4][C:3]=1[CH2:37][CH2:38][C:39]([O:41][C:42]([CH3:45])([CH3:44])[CH3:43])=[O:40].[CH2:46]([S:48][CH2:49][CH2:50]O)[CH3:47].C(P(CCCC)CCCC)CCC.N(C(N1CCCCC1)=O)=NC(N1CCCCC1)=O. Product: [CH2:46]([S:48][CH2:49][CH2:50][O:35][C:31]1[CH:32]=[C:33]([CH3:34])[C:28]([C:24]2[CH:25]=[CH:26][CH:27]=[C:22]([CH2:21][N:8]([S:9]([C:12]3[CH:17]=[CH:16][CH:15]=[CH:14][C:13]=3[N+:18]([O-:20])=[O:19])(=[O:10])=[O:11])[C:6]3[CH:5]=[CH:4][C:3]([CH2:37][CH2:38][C:39]([O:41][C:42]([CH3:45])([CH3:44])[CH3:43])=[O:40])=[C:2]([F:1])[CH:7]=3)[CH:23]=2)=[C:29]([CH3:36])[CH:30]=1)[CH3:47]. The catalyst class is: 305. (5) Reactant: [NH2:1][CH2:2][CH2:3][C@@H:4]1[C@@H:12]([C@@:13]2([CH3:29])[CH2:18][CH2:17][C@H:16]([OH:19])[CH2:15][C@@H:14]2[CH2:20][O:21][Si](C(C)(C)C)(C)C)[CH2:11][CH2:10][C@@:9]2([CH3:30])[C@H:5]1[CH2:6][CH2:7][C:8]2=[CH2:31]. Product: [NH2:1][CH2:2][CH2:3][C@@H:4]1[C@@H:12]([C@@:13]2([CH3:29])[CH2:18][CH2:17][C@H:16]([OH:19])[CH2:15][C@@H:14]2[CH2:20][OH:21])[CH2:11][CH2:10][C@@:9]2([CH3:30])[C@H:5]1[CH2:6][CH2:7][C:8]2=[CH2:31]. The catalyst class is: 86. (6) Reactant: C([N:9]1[CH2:13][CH2:12][C@@H:11]([N:14]([CH3:31])[C:15](=[O:30])[CH2:16][N:17]([C:24]2[CH:29]=[CH:28][CH:27]=[CH:26][CH:25]=2)[C:18]2[CH:23]=[CH:22][CH:21]=[CH:20][CH:19]=2)[CH2:10]1)(=O)C1C=CC=CC=1. Product: [C:24]1([N:17]([C:18]2[CH:23]=[CH:22][CH:21]=[CH:20][CH:19]=2)[CH2:16][C:15]([N:14]([CH3:31])[C@@H:11]2[CH2:12][CH2:13][NH:9][CH2:10]2)=[O:30])[CH:29]=[CH:28][CH:27]=[CH:26][CH:25]=1. The catalyst class is: 19. (7) Reactant: [CH:1]1([CH2:4][NH:5][C:6]([NH:8][NH:9][C:10]2[C:15]([I:16])=[C:14]([CH3:17])[CH:13]=[CH:12][N:11]=2)=O)[CH2:3][CH2:2]1.P(Cl)(Cl)(Cl)=O.[OH-].[Na+]. Product: [CH:1]1([CH2:4][NH:5][C:6]2[N:11]3[CH:12]=[CH:13][C:14]([CH3:17])=[C:15]([I:16])[C:10]3=[N:9][N:8]=2)[CH2:3][CH2:2]1. The catalyst class is: 13.